Dataset: Reaction yield outcomes from USPTO patents with 853,638 reactions. Task: Predict the reaction yield, written as a fraction of the theoretical maximum amount of product (1.0 means a 100% yield; for example, 0.34 means a 34% yield). (1) The reactants are [F:1][C:2]1[CH:3]=[CH:4][C:5]2[N:6]([C:8]([C:11]3[N:16]=[C:15]([NH:17][C@@H:18]4[CH2:23][CH2:22][CH2:21][NH:20][CH2:19]4)[CH:14]=[CH:13][N:12]=3)=[CH:9][N:10]=2)[CH:7]=1.Br[C:25]([CH3:32])([CH3:31])[C:26]([O:28]CC)=[O:27].[C:33](=[O:36])([O-])[O-].[K+].[K+].[OH2:39]. The catalyst is CN(C=O)C. The product is [F:1][C:2]1[CH:3]=[CH:4][C:5]2[N:6]([C:8]([C:11]3[N:16]=[C:15]([NH:17][C@@H:18]4[CH2:23][CH2:22][CH2:21][N:20]([C:25]([CH3:31])([CH3:32])[C:26]([O:28][N:6]5[C:5](=[O:39])[CH2:4][CH2:3][C:33]5=[O:36])=[O:27])[CH2:19]4)[CH:14]=[CH:13][N:12]=3)=[CH:9][N:10]=2)[CH:7]=1. The yield is 0.660. (2) The reactants are FC(F)(F)C([O-])=O.[CH:8]1([NH:11][C:12]([C:14]2[CH:19]=[CH:18][C:17]([C:20]3[CH:21]=[N:22][N:23]4[C:28]([NH:29][CH2:30][CH2:31][CH2:32][N+:33]5(O)[CH2:38][CH2:37][O:36][CH2:35][CH2:34]5)=[N:27][C:26]([O:40][C:41]5[CH:46]=[CH:45][CH:44]=[CH:43][CH:42]=5)=[N:25][C:24]=34)=[CH:16][CH:15]=2)=[O:13])[CH2:10][CH2:9]1. The catalyst is C(Cl)Cl. The product is [CH:8]1([NH:11][C:12](=[O:13])[C:14]2[CH:19]=[CH:18][C:17]([C:20]3[CH:21]=[N:22][N:23]4[C:28]([NH:29][CH2:30][CH2:31][CH2:32][N:33]5[CH2:34][CH2:35][O:36][CH2:37][CH2:38]5)=[N:27][C:26]([O:40][C:41]5[CH:42]=[CH:43][CH:44]=[CH:45][CH:46]=5)=[N:25][C:24]=34)=[CH:16][CH:15]=2)[CH2:10][CH2:9]1. The yield is 0.700. (3) The reactants are C1(C2C=CC=CC=2)C=CC=CC=1.CCOCC.[Cl:18][C:19]1[CH:20]=[C:21]([NH:26][CH:27]=[C:28]([C:34]([O:36]CC)=O)[C:29]([O:31][CH2:32][CH3:33])=[O:30])[CH:22]=[CH:23][C:24]=1[I:25]. No catalyst specified. The product is [Cl:18][C:19]1[CH:20]=[C:21]2[C:22]([C:34]([OH:36])=[C:28]([C:29]([O:31][CH2:32][CH3:33])=[O:30])[CH:27]=[N:26]2)=[CH:23][C:24]=1[I:25]. The yield is 0.904. (4) The reactants are C12(COC3C(C4CC4)=CC(C(O)=O)=CN=3)CC3CC(CC(C3)C1)C2.[CH:25]1([C:28]2[C:29]([O:38][CH2:39][C:40]34[CH2:50][C:44]5([F:51])[CH2:45][C:46]([F:49])([CH2:48][C:42]([F:52])([CH2:43]5)[CH2:41]3)[CH2:47]4)=[CH:30][C:31]([F:37])=[C:32]([CH:36]=2)[C:33]([OH:35])=O)[CH2:27][CH2:26]1.CS(N)(=O)=O.[CH:58]1([S:61]([NH2:64])(=[O:63])=[O:62])[CH2:60][CH2:59]1. No catalyst specified. The product is [CH:25]1([C:28]2[C:29]([O:38][CH2:39][C:40]34[CH2:50][C:44]5([F:51])[CH2:43][C:42]([F:52])([CH2:48][C:46]([F:49])([CH2:45]5)[CH2:47]3)[CH2:41]4)=[CH:30][C:31]([F:37])=[C:32]([CH:36]=2)[C:33]([NH:64][S:61]([CH:58]2[CH2:60][CH2:59]2)(=[O:63])=[O:62])=[O:35])[CH2:26][CH2:27]1. The yield is 0.790. (5) The reactants are [CH2:1]([O:8][C:9]([NH:11][C@H:12]([C:18]([O:20][CH2:21][CH3:22])=[O:19])[CH2:13][CH2:14][C:15]([OH:17])=O)=[O:10])[C:2]1[CH:7]=[CH:6][CH:5]=[CH:4][CH:3]=1.CN(C(ON1N=NC2C=CC=NC1=2)=[N+](C)C)C.F[P-](F)(F)(F)(F)F.Cl.[N:48]1[CH:53]=[CH:52][C:51]([N:54]2[CH2:58][CH2:57][C:56]3([CH2:63][CH2:62][NH:61][CH2:60][CH2:59]3)[CH2:55]2)=[CH:50][CH:49]=1.CCN(C(C)C)C(C)C. The catalyst is O.CN(C=O)C. The product is [CH2:1]([O:8][C:9]([NH:11][C@@H:12]([CH2:13][CH2:14][C:15](=[O:17])[N:61]1[CH2:60][CH2:59][C:56]2([CH2:55][N:54]([C:51]3[CH:50]=[CH:49][N:48]=[CH:53][CH:52]=3)[CH2:58][CH2:57]2)[CH2:63][CH2:62]1)[C:18]([O:20][CH2:21][CH3:22])=[O:19])=[O:10])[C:2]1[CH:3]=[CH:4][CH:5]=[CH:6][CH:7]=1. The yield is 0.590. (6) The reactants are Cl[C:2]1[N:7]=[C:6]([NH:8][CH:9]2[CH2:23][CH:12]3[CH2:13][N:14]([C:16]([O:18][C:19]([CH3:22])([CH3:21])[CH3:20])=[O:17])[CH2:15][CH:11]3[CH2:10]2)[C:5]([Cl:24])=[CH:4][N:3]=1.[CH:25]1([CH2:28][N:29]2[CH:33]=[C:32]([NH2:34])[CH:31]=[N:30]2)[CH2:27][CH2:26]1.FC(F)(F)C(O)=O.C([O-])([O-])=O.[Na+].[Na+]. The catalyst is O1CCOCC1. The product is [Cl:24][C:5]1[C:6]([NH:8][CH:9]2[CH2:23][CH:12]3[CH2:13][N:14]([C:16]([O:18][C:19]([CH3:22])([CH3:21])[CH3:20])=[O:17])[CH2:15][CH:11]3[CH2:10]2)=[N:7][C:2]([NH:34][C:32]2[CH:31]=[N:30][N:29]([CH2:28][CH:25]3[CH2:27][CH2:26]3)[CH:33]=2)=[N:3][CH:4]=1. The yield is 0.260. (7) The reactants are [BH4-].[Na+].[N+:3]([C:6]1[CH:7]=[C:8]([CH:12]=[C:13]([N+:15]([O-:17])=[O:16])[CH:14]=1)[C:9](O)=[O:10])([O-:5])=[O:4].B(F)(F)F.CCOCC. The catalyst is C1COCC1. The product is [N+:3]([C:6]1[CH:7]=[C:8]([CH2:9][OH:10])[CH:12]=[C:13]([N+:15]([O-:17])=[O:16])[CH:14]=1)([O-:5])=[O:4]. The yield is 0.670.